From a dataset of Full USPTO retrosynthesis dataset with 1.9M reactions from patents (1976-2016). Predict the reactants needed to synthesize the given product. (1) Given the product [Br:1][C:2]1[CH:9]=[CH:8][C:5]([CH2:6][NH:22][C@@H:20]([C:10]2[C:19]3[C:14](=[CH:15][CH:16]=[CH:17][CH:18]=3)[CH:13]=[CH:12][CH:11]=2)[CH3:21])=[CH:4][CH:3]=1, predict the reactants needed to synthesize it. The reactants are: [Br:1][C:2]1[CH:9]=[CH:8][C:5]([CH:6]=O)=[CH:4][CH:3]=1.[C:10]1([C@H:20]([NH2:22])[CH3:21])[C:19]2[C:14](=[CH:15][CH:16]=[CH:17][CH:18]=2)[CH:13]=[CH:12][CH:11]=1. (2) Given the product [Br:10][C:11]1[CH:12]=[CH:13][C:14]2[O:18][C:17](=[O:19])[N:16]([CH2:20][C:21]3([CH3:23])[O:22][C:2]4=[N:6][C:5]([N+:7]([O-:9])=[O:8])=[CH:4][N:3]4[CH2:24]3)[C:15]=2[CH:25]=1, predict the reactants needed to synthesize it. The reactants are: Cl[C:2]1[NH:3][CH:4]=[C:5]([N+:7]([O-:9])=[O:8])[N:6]=1.[Br:10][C:11]1[CH:12]=[CH:13][C:14]2[O:18][C:17](=[O:19])[N:16]([CH2:20][C:21]3([CH3:24])[CH2:23][O:22]3)[C:15]=2[CH:25]=1.C([O-])(=O)C.[Na+].[H-].[Na+]. (3) Given the product [Cl:1][C:2]1[CH:3]=[C:4]2[C:14](=[CH:15][CH:16]=1)[C:8]1([CH2:13][CH2:12][O:11][CH2:10][CH2:9]1)[C:7](=[O:17])[C:6]([C:18]([NH:41][C@H:40]([C:39]([O:38][C:34]([CH3:37])([CH3:36])[CH3:35])=[O:43])[CH3:42])=[O:19])=[C:5]2[OH:23], predict the reactants needed to synthesize it. The reactants are: [Cl:1][C:2]1[CH:3]=[C:4]2[C:14](=[CH:15][CH:16]=1)[C:8]1([CH2:13][CH2:12][O:11][CH2:10][CH2:9]1)[C:7](=[O:17])[C:6]([C:18](OCC)=[O:19])=[C:5]2[OH:23].C(N(C(C)C)C(C)C)C.Cl.[C:34]([O:38][C:39](=[O:43])[C@H:40]([CH3:42])[NH2:41])([CH3:37])([CH3:36])[CH3:35]. (4) Given the product [C:7]1([C:12]2[CH:17]=[CH:16][CH:15]=[CH:14][CH:13]=2)[CH:8]=[CH:9][CH:10]=[CH:11][C:6]=1[O:5][CH2:4][CH2:3][CH2:2][N:18]1[CH2:23][CH2:22][O:21][CH2:20][CH2:19]1, predict the reactants needed to synthesize it. The reactants are: Br[CH2:2][CH2:3][CH2:4][O:5][C:6]1[CH:11]=[CH:10][CH:9]=[CH:8][C:7]=1[C:12]1[CH:17]=[CH:16][CH:15]=[CH:14][CH:13]=1.[NH:18]1[CH2:23][CH2:22][O:21][CH2:20][CH2:19]1. (5) Given the product [CH3:16][O:17][C:18](=[O:32])[C:19]1[CH:24]=[C:23]([O:25][CH3:26])[C:22]([O:27][CH3:28])=[C:21]([CH2:29][CH:30]2[CH2:2][CH2:31]2)[CH:20]=1, predict the reactants needed to synthesize it. The reactants are: [Zn](CC)[CH2:2]C.C(O)(C(F)(F)F)=O.ICI.[CH3:16][O:17][C:18](=[O:32])[C:19]1[CH:24]=[C:23]([O:25][CH3:26])[C:22]([O:27][CH3:28])=[C:21]([CH2:29][CH:30]=[CH2:31])[CH:20]=1. (6) The reactants are: Cl[C:2]1[CH:7]=[C:6]([O:8][CH3:9])[C:5]([N+:10]([O-:12])=[O:11])=[CH:4][N:3]=1.[CH:13]1(B(O)O)[CH2:15][CH2:14]1.C(=O)([O-])[O-].[Cs+].[Cs+]. Given the product [CH:13]1([C:2]2[CH:7]=[C:6]([O:8][CH3:9])[C:5]([N+:10]([O-:12])=[O:11])=[CH:4][N:3]=2)[CH2:15][CH2:14]1, predict the reactants needed to synthesize it.